This data is from Full USPTO retrosynthesis dataset with 1.9M reactions from patents (1976-2016). The task is: Predict the reactants needed to synthesize the given product. (1) Given the product [CH3:50][O:49][C:47](=[O:48])[CH2:46][N:20]1[CH2:21][CH2:22][N:17]([C:13]2[CH:14]=[CH:15][CH:16]=[C:11]([O:10][CH2:9][CH2:8][CH2:7][N:6]([CH2:5][C:4]3[CH:37]=[CH:38][CH:39]=[C:40]([C:41]([F:42])([F:43])[F:44])[C:3]=3[Cl:2])[CH2:23][CH:24]([C:31]3[CH:32]=[CH:33][CH:34]=[CH:35][CH:36]=3)[C:25]3[CH:30]=[CH:29][CH:28]=[CH:27][CH:26]=3)[N:12]=2)[CH2:18][CH2:19]1, predict the reactants needed to synthesize it. The reactants are: Cl.[Cl:2][C:3]1[C:40]([C:41]([F:44])([F:43])[F:42])=[CH:39][CH:38]=[CH:37][C:4]=1[CH2:5][N:6]([CH2:23][CH:24]([C:31]1[CH:36]=[CH:35][CH:34]=[CH:33][CH:32]=1)[C:25]1[CH:30]=[CH:29][CH:28]=[CH:27][CH:26]=1)[CH2:7][CH2:8][CH2:9][O:10][C:11]1[CH:16]=[CH:15][CH:14]=[C:13]([N:17]2[CH2:22][CH2:21][NH:20][CH2:19][CH2:18]2)[N:12]=1.Br[CH2:46][C:47]([O:49][CH3:50])=[O:48].C(N(C(C)C)CC)(C)C. (2) Given the product [CH2:30]([O:29][C:27](=[O:28])[N:14]([S:15]([CH3:18])(=[O:16])=[O:17])[N:8]1[C:7](=[O:19])[C:6]2[C:11](=[CH:12][C:3]([CH2:1][CH3:2])=[C:4]([C:20]3[N:21]([CH3:25])[N:22]=[CH:23][CH:24]=3)[CH:5]=2)[NH:10][C:9]1=[O:13])[CH2:31][CH2:32][CH2:33][CH3:34], predict the reactants needed to synthesize it. The reactants are: [CH2:1]([C:3]1[CH:12]=[C:11]2[C:6]([C:7](=[O:19])[N:8]([NH:14][S:15]([CH3:18])(=[O:17])=[O:16])[C:9](=[O:13])[NH:10]2)=[CH:5][C:4]=1[C:20]1[N:21]([CH3:25])[N:22]=[CH:23][CH:24]=1)[CH3:2].Cl[C:27]([O:29][CH2:30][CH2:31][CH2:32][CH2:33][CH3:34])=[O:28].